From a dataset of Reaction yield outcomes from USPTO patents with 853,638 reactions. Predict the reaction yield, written as a fraction of the theoretical maximum amount of product (1.0 means a 100% yield; for example, 0.34 means a 34% yield). (1) The reactants are [CH2:1]([O:3][C:4](=[O:19])[CH2:5][CH:6]1[N:11]2[CH:12]=[C:13]([N+:15]([O-])=O)[CH:14]=[C:10]2[C:9](=[O:18])[NH:8][CH2:7]1)[CH3:2].[ClH:20]. The catalyst is C(O)C.[Pd]. The product is [ClH:20].[CH2:1]([O:3][C:4](=[O:19])[CH2:5][CH:6]1[N:11]2[CH:12]=[C:13]([NH2:15])[CH:14]=[C:10]2[C:9](=[O:18])[NH:8][CH2:7]1)[CH3:2]. The yield is 0.980. (2) The reactants are [CH3:1][O:2][C:3](=[O:23])[NH:4][CH:5]([C:9]([N:11]1[CH2:15][CH2:14][CH2:13][CH:12]1[C:16]1[NH:17][C:18]([C:21]#[CH:22])=[CH:19][N:20]=1)=[O:10])[CH:6]([CH3:8])[CH3:7].[Br:24][C:25]1[CH:30]=[CH:29][C:28](Br)=[CH:27][CH:26]=1.C(N(CC)CC)C. The catalyst is CN(C=O)C.C1C=CC([P]([Pd]([P](C2C=CC=CC=2)(C2C=CC=CC=2)C2C=CC=CC=2)([P](C2C=CC=CC=2)(C2C=CC=CC=2)C2C=CC=CC=2)[P](C2C=CC=CC=2)(C2C=CC=CC=2)C2C=CC=CC=2)(C2C=CC=CC=2)C2C=CC=CC=2)=CC=1.[Cu]I. The product is [CH3:1][O:2][C:3](=[O:23])[NH:4][CH:5]([C:9]([N:11]1[CH2:15][CH2:14][CH2:13][CH:12]1[C:16]1[NH:17][C:18]([C:21]#[C:22][C:28]2[CH:29]=[CH:30][C:25]([Br:24])=[CH:26][CH:27]=2)=[CH:19][N:20]=1)=[O:10])[CH:6]([CH3:8])[CH3:7]. The yield is 0.510. (3) The reactants are [N:1]1([CH2:10][C@@H:11]([CH3:36])[O:12][C:13]2[CH:14]=[C:15]([NH:32][C:33](=[O:35])[CH3:34])[CH:16]=[CH:17][C:18]=2[S:19](=[O:31])(=[O:30])[NH:20][CH:21]2[CH2:25][C:24](=[O:26])[O:23][CH:22]2[O:27]CC)[C:9]2[C:4](=[CH:5][CH:6]=[CH:7][CH:8]=2)[CH:3]=[N:2]1.[ClH:37]. The catalyst is C(#N)C. The product is [ClH:37].[C:33]([NH:32][C:15]1[CH:16]=[CH:17][C:18]([S:19]([NH:20][CH:21]([CH:22]=[O:27])[CH2:25][C:24]([OH:26])=[O:23])(=[O:31])=[O:30])=[C:13]([O:12][C@H:11]([CH3:36])[CH2:10][N:1]2[C:9]3[C:4](=[CH:5][CH:6]=[CH:7][CH:8]=3)[CH:3]=[N:2]2)[CH:14]=1)(=[O:35])[CH3:34]. The yield is 0.655. (4) The reactants are [C:1]([C:3]1[C:12]2[C:7](=[CH:8][CH:9]=[CH:10][CH:11]=2)[C:6]([C:13]2[C:14]([S:19][CH2:20][C:21]([O:23]C)=[O:22])=[N:15][CH:16]=[CH:17][N:18]=2)=[CH:5][CH:4]=1)#[N:2].[OH-].[Na+]. The catalyst is CO. The product is [C:1]([C:3]1[C:12]2[C:7](=[CH:8][CH:9]=[CH:10][CH:11]=2)[C:6]([C:13]2[C:14]([S:19][CH2:20][C:21]([OH:23])=[O:22])=[N:15][CH:16]=[CH:17][N:18]=2)=[CH:5][CH:4]=1)#[N:2]. The yield is 0.860. (5) The reactants are [Cl:1][C:2]1[C:7]2[N:8]([CH2:11][C:12]([OH:14])=O)[CH:9]=[N:10][C:6]=2[CH:5]=[CH:4][C:3]=1[F:15].[NH2:16][CH:17]([C:19]1[CH:24]=[CH:23][C:22]([C:25]([CH3:29])([CH3:28])[C:26]#[N:27])=[C:21]([CH3:30])[CH:20]=1)[CH3:18].CN(C(ON1N=NC2C=CC=NC1=2)=[N+](C)C)C.F[P-](F)(F)(F)(F)F. The catalyst is CN(C1C=CN=CC=1)C.CN(C=O)C.CO. The product is [Cl:1][C:2]1[C:7]2[N:8]([CH2:11][C:12]([NH:16][CH:17]([C:19]3[CH:24]=[CH:23][C:22]([C:25]([C:26]#[N:27])([CH3:29])[CH3:28])=[C:21]([CH3:30])[CH:20]=3)[CH3:18])=[O:14])[CH:9]=[N:10][C:6]=2[CH:5]=[CH:4][C:3]=1[F:15]. The yield is 0.530. (6) The reactants are [Br:1][C:2]1[CH:7]=[CH:6][C:5]([CH:8]([C:14]2[CH:19]=[CH:18][C:17]([Br:20])=[CH:16][CH:15]=2)[S:9][CH2:10][C:11]([OH:13])=O)=[CH:4][CH:3]=1.[CH2:21]([NH2:25])[CH2:22][CH2:23][CH3:24]. No catalyst specified. The product is [Br:20][C:17]1[CH:18]=[CH:19][C:14]([CH:8]([C:5]2[CH:4]=[CH:3][C:2]([Br:1])=[CH:7][CH:6]=2)[S:9][CH2:10][C:11]([NH:25][CH2:21][CH2:22][CH2:23][CH3:24])=[O:13])=[CH:15][CH:16]=1. The yield is 0.880.